Dataset: Forward reaction prediction with 1.9M reactions from USPTO patents (1976-2016). Task: Predict the product of the given reaction. (1) Given the reactants [CH3:1][O:2][C:3]1[CH:4]=[C:5]([N:11]2[CH2:16][CH2:15][N:14]([C:17]([C:19]3[C:23]([C:24]4[CH:29]=[CH:28][CH:27]=[CH:26][CH:25]=4)=[CH:22][NH:21][CH:20]=3)=[O:18])[CH2:13][CH2:12]2)[CH:6]=[C:7]([O:9][CH3:10])[CH:8]=1.[H-].[Na+].Cl.Cl[CH2:34][C:35]1[N:36]=[CH:37][S:38][CH:39]=1, predict the reaction product. The product is: [CH3:10][O:9][C:7]1[CH:6]=[C:5]([N:11]2[CH2:16][CH2:15][N:14]([C:17]([C:19]3[C:23]([C:24]4[CH:29]=[CH:28][CH:27]=[CH:26][CH:25]=4)=[CH:22][N:21]([CH2:34][C:35]4[N:36]=[CH:37][S:38][CH:39]=4)[CH:20]=3)=[O:18])[CH2:13][CH2:12]2)[CH:4]=[C:3]([O:2][CH3:1])[CH:8]=1. (2) Given the reactants [CH3:1][N:2]([CH3:11])[S:3]([N:6]1[CH:10]=[CH:9][N:8]=[CH:7]1)(=[O:5])=[O:4].[Li]CCCC.[Si:17](Cl)([C:20]([CH3:23])([CH3:22])[CH3:21])([CH3:19])[CH3:18].[CH:25]1[C:34]2[C:29](=[CH:30][CH:31]=[CH:32][CH:33]=2)[CH:28]=[CH:27][C:26]=1[CH:35]=[O:36], predict the reaction product. The product is: [CH3:1][N:2]([CH3:11])[S:3]([N:6]1[CH:10]=[C:9]([CH:35]([OH:36])[C:26]2[CH:27]=[CH:28][C:29]3[C:34](=[CH:33][CH:32]=[CH:31][CH:30]=3)[CH:25]=2)[N:8]=[C:7]1[Si:17]([C:20]([CH3:23])([CH3:22])[CH3:21])([CH3:19])[CH3:18])(=[O:4])=[O:5]. (3) Given the reactants [H-].C([Al+]CC(C)C)C(C)C.C([O:13][C:14](=O)/[CH:15]=[C:16](/[C:23]1[CH:28]=[CH:27][C:26]([C:29]#[C:30][CH2:31][N:32]([CH3:34])[CH3:33])=[CH:25][CH:24]=1)\[C:17]1[CH:22]=[CH:21][CH:20]=[CH:19][CH:18]=1)C.[Cl-].[NH4+].ClCCl, predict the reaction product. The product is: [CH3:34][N:32]([CH3:33])[CH2:31][C:30]#[C:29][C:26]1[CH:27]=[CH:28][C:23](/[C:16](/[C:17]2[CH:18]=[CH:19][CH:20]=[CH:21][CH:22]=2)=[CH:15]/[CH2:14][OH:13])=[CH:24][CH:25]=1. (4) Given the reactants BrP(C)([C:15]1[CH:20]=[CH:19][CH:18]=[CH:17][CH:16]=1)([C:15]1[CH:20]=[CH:19][CH:18]=[CH:17][CH:16]=1)[C:15]1[CH:20]=[CH:19][CH:18]=[CH:17][CH:16]=1.[Li]CCCC.[N+:27]([C:30]1[CH:31]=[C:32]([C:36]([C:38]2C=CC=CC=2)=O)[CH:33]=[CH:34][CH:35]=1)([O-:29])=[O:28], predict the reaction product. The product is: [N+:27]([C:30]1[CH:35]=[CH:34][CH:33]=[C:32]([C:36]([C:15]2[CH:16]=[CH:17][CH:18]=[CH:19][CH:20]=2)=[CH2:38])[CH:31]=1)([O-:29])=[O:28].